Dataset: Forward reaction prediction with 1.9M reactions from USPTO patents (1976-2016). Task: Predict the product of the given reaction. (1) Given the reactants [H][H].[N+:3]([O-:6])([O-:5])=[O:4].[Ru+3:7].[N+]([O-])([O-])=O.[N+]([O-])([O-])=O.[N+]([O-])(O)=O.[C:20]([O-:23])(=[O:22])C.[La+3:24].[C:25]([O-:28])(=[O:27])C.[C:29]([O-:32])(=[O:31])C.C([O-])=O.[La+3].C([O-])=O.C([O-])=O, predict the reaction product. The product is: [N+:3]([O-:6])([O-:5])=[O:4].[Ru+3:7].[N+:3]([O-:6])([O-:5])=[O:4].[N+:3]([O-:6])([O-:5])=[O:4].[N+:3]([O-:6])([OH:5])=[O:4].[CH:20]([O-:23])=[O:22].[La+3:24].[CH:25]([O-:28])=[O:27].[CH:29]([O-:32])=[O:31]. (2) Given the reactants CO[C:3](=[O:14])[C:4]1[CH:9]=[C:8]([N+:10]([O-:12])=[O:11])[CH:7]=[CH:6][C:5]=1F.C([O-])([O-])=O.[K+].[K+].Cl.[CH:22]1([NH:28][NH2:29])[CH2:27][CH2:26][CH2:25][CH2:24][CH2:23]1.CO, predict the reaction product. The product is: [CH:22]1([N:28]2[C:5]3[C:4](=[CH:9][C:8]([N+:10]([O-:12])=[O:11])=[CH:7][CH:6]=3)[C:3](=[O:14])[NH:29]2)[CH2:27][CH2:26][CH2:25][CH2:24][CH2:23]1. (3) The product is: [Br:1][C:2]1[N:7]=[C:6]2[N:8]([C:11]3[CH:13]=[CH:18][CH:17]=[CH:16][C:15]=3[CH:14]=[O:19])[CH:9]=[CH:10][C:5]2=[CH:4][CH:3]=1. Given the reactants [Br:1][C:2]1[N:7]=[C:6]2[N:8]([C:11]([C:13]3[CH:18]=[CH:17][CH:16]=[CH:15][CH:14]=3)=O)[CH:9]=[CH:10][C:5]2=[CH:4][CH:3]=1.[O:19]1CCOCC1, predict the reaction product. (4) The product is: [C:1]([O:5][C:6]([N:8]1[CH2:12][C@@H:11]([CH2:13][N:14]([CH:31]([CH3:32])[CH3:33])[C:15](=[O:30])[C:16]2[CH:21]=[CH:20][C:19]([O:22][CH3:23])=[C:18]([O:24][CH2:25][CH2:26][CH2:27][O:28][CH3:29])[CH:17]=2)[C@H:10]([CH:34]=[O:35])[CH2:9]1)=[O:7])([CH3:4])([CH3:3])[CH3:2]. Given the reactants [C:1]([O:5][C:6]([N:8]1[CH2:12][C@@H:11]([CH2:13][N:14]([CH:31]([CH3:33])[CH3:32])[C:15](=[O:30])[C:16]2[CH:21]=[CH:20][C:19]([O:22][CH3:23])=[C:18]([O:24][CH2:25][CH2:26][CH2:27][O:28][CH3:29])[CH:17]=2)[C@H:10]([CH2:34][OH:35])[CH2:9]1)=[O:7])([CH3:4])([CH3:3])[CH3:2].CC#N.O.CC#N, predict the reaction product. (5) Given the reactants [CH2:1]([O:3][C:4]([C:6]1[C:7](Cl)=[N:8][C:9]([S:12][CH3:13])=[N:10][CH:11]=1)=[O:5])[CH3:2].C(=O)([O-])[O-].[Na+].[Na+].[CH3:21][NH:22]CCO, predict the reaction product. The product is: [CH3:21][N:22]1[C:7]2[N:8]=[C:9]([S:12][CH3:13])[N:10]=[CH:11][C:6]=2[C:4](=[O:5])[O:3][CH2:1][CH2:2]1. (6) Given the reactants [CH3:1][O:2][CH2:3][C:4]([NH:6][CH2:7]/[CH:8]=[CH:9]/[C:10]1[CH:11]=[C:12]2[C:17](=[CH:18][CH:19]=1)[N:16]=[CH:15][N:14]=[C:13]2[NH:20][C:21]1[CH:26]=[CH:25][C:24]([O:27][C:28]2[CH:29]=[N:30][C:31]([CH3:34])=[CH:32][CH:33]=2)=[C:23]([CH3:35])[CH:22]=1)=[O:5].[CH2:36]([S:38]([OH:41])(=[O:40])=[O:39])[CH3:37], predict the reaction product. The product is: [S:38]([CH2:36][CH3:37])([OH:41])(=[O:40])=[O:39].[S:38]([CH2:36][CH3:37])([OH:41])(=[O:40])=[O:39].[CH3:1][O:2][CH2:3][C:4]([NH:6][CH2:7]/[CH:8]=[CH:9]/[C:10]1[CH:11]=[C:12]2[C:17](=[CH:18][CH:19]=1)[N:16]=[CH:15][N:14]=[C:13]2[NH:20][C:21]1[CH:26]=[CH:25][C:24]([O:27][C:28]2[CH:29]=[N:30][C:31]([CH3:34])=[CH:32][CH:33]=2)=[C:23]([CH3:35])[CH:22]=1)=[O:5].